This data is from Full USPTO retrosynthesis dataset with 1.9M reactions from patents (1976-2016). The task is: Predict the reactants needed to synthesize the given product. (1) Given the product [OH:9][C:5]1[CH:6]=[C:7]([CH3:8])[C:2]([C:17]2[CH:16]=[CH:15][CH:14]=[C:13]([CH:11]=[O:12])[CH:18]=2)=[C:3]([CH3:10])[CH:4]=1, predict the reactants needed to synthesize it. The reactants are: Br[C:2]1[C:7]([CH3:8])=[CH:6][C:5]([OH:9])=[CH:4][C:3]=1[CH3:10].[CH:11]([C:13]1[CH:14]=[C:15](B(O)O)[CH:16]=[CH:17][CH:18]=1)=[O:12].O. (2) The reactants are: [OH:1]/[CH:2]=[C:3]1/[C:4](=[O:11])[CH2:5][CH2:6][C:7]([CH3:10])([CH3:9])[CH2:8]/1.[CH3:12][Si:13]([CH3:16])([CH3:15])Cl.[C:17]([Si:21](Cl)([CH3:23])[CH3:22])([CH3:20])([CH3:19])[CH3:18].[CH:25]([Si:28]([CH:33]([CH3:35])[CH3:34])([CH:30]([CH3:32])[CH3:31])Cl)([CH3:27])[CH3:26]. Given the product [CH3:10][C:7]1([CH3:9])[CH2:6][CH2:5][C:4](=[O:11])/[C:3](=[CH:2]/[O:1][Si:28]([CH:33]([CH3:35])[CH3:34])([CH:30]([CH3:32])[CH3:31])[CH:25]([CH3:27])[CH3:26])/[CH2:8]1.[CH3:10][C:7]1([CH3:9])[CH2:6][CH2:5][C:4](=[O:11])/[C:3](=[CH:2]/[O:1][Si:13]([CH3:16])([CH3:15])[CH3:12])/[CH2:8]1.[Si:21]([O:1]/[CH:2]=[C:3]1/[C:4](=[O:11])[CH2:5][CH2:6][C:7]([CH3:9])([CH3:10])[CH2:8]/1)([C:17]([CH3:20])([CH3:19])[CH3:18])([CH3:23])[CH3:22], predict the reactants needed to synthesize it.